From a dataset of Forward reaction prediction with 1.9M reactions from USPTO patents (1976-2016). Predict the product of the given reaction. (1) Given the reactants Br[C:2]1[CH:3]=[C:4]([OH:8])[CH:5]=[CH:6][CH:7]=1.[CH:9]([C:11]1[CH:16]=[CH:15][C:14](B(O)O)=[CH:13][CH:12]=1)=[O:10], predict the reaction product. The product is: [OH:8][C:4]1[CH:3]=[C:2]([C:14]2[CH:15]=[CH:16][C:11]([CH:9]=[O:10])=[CH:12][CH:13]=2)[CH:7]=[CH:6][CH:5]=1. (2) Given the reactants [F:1][C:2]([F:18])([F:17])[C:3]([NH:5][CH2:6][CH2:7][CH:8]([OH:16])[C:9]1[CH:14]=[CH:13][CH:12]=[C:11](I)[CH:10]=1)=[O:4].[CH2:19]([C:23]1[CH:28]=[CH:27][C:26]([CH3:29])=[CH:25][CH:24]=1)[CH2:20][C:21]#[CH:22], predict the reaction product. The product is: [F:1][C:2]([F:18])([F:17])[C:3]([NH:5][CH2:6][CH2:7][CH:8]([OH:16])[C:9]1[CH:14]=[CH:13][CH:12]=[C:11]([C:22]#[C:21][CH2:20][CH2:19][C:23]2[CH:24]=[CH:25][C:26]([CH3:29])=[CH:27][CH:28]=2)[CH:10]=1)=[O:4]. (3) Given the reactants [CH3:1][P:2](=[O:9])([O:6][CH2:7][CH3:8])[O:3][CH2:4][CH3:5].[Li]CCCC.[CH:15]1([S:18]([NH:21][C:22]23[CH2:29][CH2:28][C:25](C(OC)=O)([CH2:26][CH2:27]2)[CH2:24][CH2:23]3)(=[O:20])=[O:19])[CH2:17][CH2:16]1.[NH4+].[Cl-], predict the reaction product. The product is: [CH2:4]([O:3][P:2]([CH2:1][C:25]12[CH2:24][CH2:23][C:22]([NH:21][S:18]([CH:15]3[CH2:17][CH2:16]3)(=[O:20])=[O:19])([CH2:27][CH2:26]1)[CH2:29][CH2:28]2)(=[O:9])[O:6][CH2:7][CH3:8])[CH3:5]. (4) Given the reactants BrC1C=CC2OC3C(=O)NC(C4CCN(C(OC(C)(C)C)=O)CC4)=NC=3C=2C=1.[Br:29][C:30]1[CH:31]=[CH:32][C:33]2[O:37][C:36]([C:38](=[O:40])[NH2:39])=[C:35]([NH:41][C:42]([C:44]3[N:48]([CH3:49])[N:47]=[C:46]([O:50][CH:51]4[CH2:56][CH2:55][N:54]([C:57]([O:59][C:60]([CH3:63])([CH3:62])[CH3:61])=[O:58])[CH2:53][CH2:52]4)[CH:45]=3)=O)[C:34]=2[CH:64]=1.BrC1C=CC2OC(C(=O)N)=C(NC(C3CCN(C(OC(C)(C)C)=O)CC3)=O)C=2C=1, predict the reaction product. The product is: [Br:29][C:30]1[CH:31]=[CH:32][C:33]2[O:37][C:36]3[C:38](=[O:40])[NH:39][C:42]([C:44]4[N:48]([CH3:49])[N:47]=[C:46]([O:50][CH:51]5[CH2:56][CH2:55][N:54]([C:57]([O:59][C:60]([CH3:63])([CH3:62])[CH3:61])=[O:58])[CH2:53][CH2:52]5)[CH:45]=4)=[N:41][C:35]=3[C:34]=2[CH:64]=1.